This data is from Full USPTO retrosynthesis dataset with 1.9M reactions from patents (1976-2016). The task is: Predict the reactants needed to synthesize the given product. Given the product [CH3:32][C:31]1([CH3:35])[NH:30][C:14](=[O:25])[C:13]2[S:12][C:11]([N:7]3[C:6]4[CH:23]=[C:2]([NH:49][C:47]5[N:48]=[C:44]([C:42]([O:41][CH2:39][CH3:40])=[O:43])[N:45]([CH3:50])[CH:46]=5)[CH:3]=[CH:4][C:5]=4[O:10][CH2:9][CH2:8]3)=[N:19][C:18]=2[CH2:17]1, predict the reactants needed to synthesize it. The reactants are: Br[C:2]1[CH:3]=[CH:4][C:5]2[O:10][CH2:9][CH2:8][N:7]([C:11]3[S:12][C:13]4[CH2:14]C(C)(C)N[C:17](=O)[C:18]=4[N:19]=3)[C:6]=2[CH:23]=1.C(=O)([O-])[O-:25].[K+].[K+].[NH:30]1CC[CH2:35][C@H:31]1[C:32](O)=O.Cl.[CH2:39]([O:41][C:42]([C:44]1[N:45]([CH3:50])[CH:46]=[C:47]([NH2:49])[N:48]=1)=[O:43])[CH3:40].